Dataset: Reaction yield outcomes from USPTO patents with 853,638 reactions. Task: Predict the reaction yield, written as a fraction of the theoretical maximum amount of product (1.0 means a 100% yield; for example, 0.34 means a 34% yield). (1) The reactants are [NH2:1][C:2]1[CH:3]=[C:4]([CH:27]=[CH:28][CH:29]=1)[CH2:5][NH:6][C:7]1[N:12]=[C:11]([NH:13][C:14]2[CH:19]=[CH:18][CH:17]=[CH:16][C:15]=2[S:20]([CH:23]([CH3:25])[CH3:24])(=[O:22])=[O:21])[C:10]([Cl:26])=[CH:9][N:8]=1.CCN(C(C)C)C(C)C.[C:39](Cl)(=[O:42])[CH:40]=[CH2:41]. The catalyst is C(Cl)Cl. The product is [Cl:26][C:10]1[C:11]([NH:13][C:14]2[CH:19]=[CH:18][CH:17]=[CH:16][C:15]=2[S:20]([CH:23]([CH3:25])[CH3:24])(=[O:22])=[O:21])=[N:12][C:7]([NH:6][CH2:5][C:4]2[CH:3]=[C:2]([NH:1][C:39](=[O:42])[CH:40]=[CH2:41])[CH:29]=[CH:28][CH:27]=2)=[N:8][CH:9]=1. The yield is 0.340. (2) The reactants are [NH2:1][C:2]1[N:7]=[CH:6][N:5]=[C:4]2[N:8]([CH:12]([C:14]3[C:15]([O:27][CH2:28][CH3:29])=[C:16]([C:22]([CH3:26])=[C:23]([Cl:25])[CH:24]=3)[C:17]([NH:19][CH2:20][CH3:21])=[O:18])[CH3:13])[N:9]=[C:10](I)[C:3]=12.CC1(C)C(C)(C)OB([C:38]2[CH:39]=[N:40][NH:41][CH:42]=2)O1.C(=O)([O-])[O-].[Na+].[Na+].O. The catalyst is CN(C)C=O.C1C=CC([P]([Pd]([P](C2C=CC=CC=2)(C2C=CC=CC=2)C2C=CC=CC=2)([P](C2C=CC=CC=2)(C2C=CC=CC=2)C2C=CC=CC=2)[P](C2C=CC=CC=2)(C2C=CC=CC=2)C2C=CC=CC=2)(C2C=CC=CC=2)C2C=CC=CC=2)=CC=1. The product is [NH2:1][C:2]1[N:7]=[CH:6][N:5]=[C:4]2[N:8]([CH:12]([C:14]3[C:15]([O:27][CH2:28][CH3:29])=[C:16]([C:22]([CH3:26])=[C:23]([Cl:25])[CH:24]=3)[C:17]([NH:19][CH2:20][CH3:21])=[O:18])[CH3:13])[N:9]=[C:10]([C:38]3[CH:39]=[N:40][NH:41][CH:42]=3)[C:3]=12. The yield is 0.100. (3) The reactants are [Cl:1][CH2:2][C:3]1[N:4]=[C:5]([C:8]2[CH:23]=[CH:22][C:11]([CH2:12][N:13]3[C:17]4[CH:18]=[CH:19][CH:20]=[CH:21][C:16]=4[N:15]=[CH:14]3)=[CH:10][CH:9]=2)[O:6][CH:7]=1.[Br:24]N1C(=O)CCC1=O. The catalyst is C(Cl)(Cl)Cl. The product is [Br:24][C:7]1[O:6][C:5]([C:8]2[CH:23]=[CH:22][C:11]([CH2:12][N:13]3[C:17]4[CH:18]=[CH:19][CH:20]=[CH:21][C:16]=4[N:15]=[CH:14]3)=[CH:10][CH:9]=2)=[N:4][C:3]=1[CH2:2][Cl:1]. The yield is 0.560. (4) The reactants are [Cl:1][C:2]1[C:3]([O:13][CH3:14])=[CH:4][CH:5]=[C:6]2[C:10]=1[NH:9]C(=O)[C:7]2=[O:12].[OH-:15].[Na+].[Na+].[Cl-].OO. The catalyst is O.C(Cl)Cl. The product is [NH2:9][C:10]1[C:2]([Cl:1])=[C:3]([O:13][CH3:14])[CH:4]=[CH:5][C:6]=1[C:7]([OH:12])=[O:15]. The yield is 0.360. (5) The reactants are [NH:1]1[C:9]2[C:4](=[CH:5][CH:6]=[CH:7][CH:8]=2)[CH2:3][C:2]1=[O:10].[CH2:11]([Li])[CH2:12][CH2:13][CH3:14].ICCCCI.O. The catalyst is C1COCC1. The product is [NH:1]1[C:9]2[C:4](=[CH:5][CH:6]=[CH:7][CH:8]=2)[C:3]2([CH2:14][CH2:13][CH2:12][CH2:11]2)[C:2]1=[O:10]. The yield is 0.500.